This data is from Catalyst prediction with 721,799 reactions and 888 catalyst types from USPTO. The task is: Predict which catalyst facilitates the given reaction. (1) Reactant: Br[C:2]1[CH:7]=[CH:6][N:5]=[C:4]2[N:8]([S:11]([CH3:14])(=[O:13])=[O:12])[CH:9]=[CH:10][C:3]=12.[B:15]1([B:15]2[O:19][C:18]([CH3:21])([CH3:20])[C:17]([CH3:23])([CH3:22])[O:16]2)[O:19][C:18]([CH3:21])([CH3:20])[C:17]([CH3:23])([CH3:22])[O:16]1.C([O-])(=O)C.[K+]. Product: [CH3:14][S:11]([N:8]1[C:4]2=[N:5][CH:6]=[CH:7][C:2]([B:15]3[O:19][C:18]([CH3:21])([CH3:20])[C:17]([CH3:23])([CH3:22])[O:16]3)=[C:3]2[CH:10]=[CH:9]1)(=[O:13])=[O:12]. The catalyst class is: 12. (2) Reactant: [OH:1][C:2]1([C:9]2[N:14]=[CH:13][CH:12]=[CH:11][N:10]=2)[CH2:7][CH2:6][C:5](=O)[CH2:4][CH2:3]1.[CH:15]([C@:18]1([C:24]([N:26]2[CH2:35][CH2:34][C:33]3[C:28](=[CH:29][C:30]([C:36]([F:39])([F:38])[F:37])=[CH:31][CH:32]=3)[CH2:27]2)=[O:25])[CH2:22][CH2:21][C@@H:20]([NH2:23])[CH2:19]1)([CH3:17])[CH3:16].C(O[BH-](OC(=O)C)OC(=O)C)(=O)C.[Na+]. Product: [CH:15]([C@:18]1([C:24]([N:26]2[CH2:35][CH2:34][C:33]3[C:28](=[CH:29][C:30]([C:36]([F:39])([F:37])[F:38])=[CH:31][CH:32]=3)[CH2:27]2)=[O:25])[CH2:22][CH2:21][C@@H:20]([NH:23][CH:5]2[CH2:6][CH2:7][C:2]([C:9]3[N:14]=[CH:13][CH:12]=[CH:11][N:10]=3)([OH:1])[CH2:3][CH2:4]2)[CH2:19]1)([CH3:17])[CH3:16]. The catalyst class is: 2. (3) Reactant: [NH2:1][C:2]1[O:3][CH2:4][C@@:5]2([N:27]=1)[C:18]1[C:17]([Br:19])=[C:16]([OH:20])[CH:15]=[CH:14][C:13]=1[O:12][C:11]1[C:6]2=[CH:7][C:8]([C:21]2[CH:22]=[N:23][CH:24]=[CH:25][CH:26]=2)=[CH:9][CH:10]=1.C(=O)([O-])[O-].[Cs+].[Cs+].I[CH2:35][C:36]([CH3:39])([CH3:38])[CH3:37]. Product: [Br:19][C:17]1[C:18]2[C@:5]3([CH2:4][O:3][C:2]([NH2:1])=[N:27]3)[C:6]3[C:11](=[CH:10][CH:9]=[C:8]([C:21]4[CH:22]=[N:23][CH:24]=[CH:25][CH:26]=4)[CH:7]=3)[O:12][C:13]=2[CH:14]=[CH:15][C:16]=1[O:20][CH2:35][C:36]([CH3:39])([CH3:38])[CH3:37]. The catalyst class is: 3. (4) Reactant: Cl[C:2]1[C:7]2=[C:8]([C:17]3[CH:22]=[CH:21][C:20]([O:23][CH3:24])=[CH:19][CH:18]=3)[C:9]([C:11]3[CH:16]=[CH:15][CH:14]=[CH:13][CH:12]=3)=[CH:10][N:6]2[N:5]=[CH:4][N:3]=1.[OH:25][CH:26]([CH3:38])[CH2:27][CH2:28][CH2:29][CH2:30][C:31]([O:33][C:34]([CH3:37])([CH3:36])[CH3:35])=[O:32]. Product: [CH3:24][O:23][C:20]1[CH:21]=[CH:22][C:17]([C:8]2[C:9]([C:11]3[CH:16]=[CH:15][CH:14]=[CH:13][CH:12]=3)=[CH:10][N:6]3[C:7]=2[C:2]([O:25][C@H:26]([CH3:38])[CH2:27][CH2:28][CH2:29][CH2:30][C:31]([O:33][C:34]([CH3:37])([CH3:36])[CH3:35])=[O:32])=[N:3][CH:4]=[N:5]3)=[CH:18][CH:19]=1. The catalyst class is: 1. (5) Reactant: [OH:1][C:2]1[CH:3]=[C:4]([CH:8]=[C:9]([S:11]([F:16])([F:15])([F:14])([F:13])[F:12])[CH:10]=1)[C:5]([OH:7])=[O:6].[C:17]([O:21][C:22](=[O:27])[NH:23][CH2:24][CH2:25]Br)([CH3:20])([CH3:19])[CH3:18].C(=O)([O-])[O-].[Cs+].[Cs+].[OH-].[Na+]. The catalyst class is: 640. Product: [C:17]([O:21][C:22]([NH:23][CH2:24][CH2:25][O:1][C:2]1[CH:3]=[C:4]([CH:8]=[C:9]([S:11]([F:16])([F:12])([F:13])([F:14])[F:15])[CH:10]=1)[C:5]([OH:7])=[O:6])=[O:27])([CH3:20])([CH3:19])[CH3:18]. (6) Reactant: [Br:1][C:2]1[CH:25]=[C:5]2[N:6]=[C:7]([CH3:24])[C:8]([CH:18]([OH:23])[C:19]([O:21][CH3:22])=[O:20])=[C:9]([N:10]3[CH2:15][CH2:14][C:13]([CH3:17])([CH3:16])[CH2:12][CH2:11]3)[N:4]2[N:3]=1.CC(OI1(OC(C)=O)(OC(C)=O)OC(=O)C2C=CC=CC1=2)=O. Product: [Br:1][C:2]1[CH:25]=[C:5]2[N:6]=[C:7]([CH3:24])[C:8]([C:18](=[O:23])[C:19]([O:21][CH3:22])=[O:20])=[C:9]([N:10]3[CH2:15][CH2:14][C:13]([CH3:17])([CH3:16])[CH2:12][CH2:11]3)[N:4]2[N:3]=1. The catalyst class is: 2.